This data is from Peptide-MHC class II binding affinity with 134,281 pairs from IEDB. The task is: Regression. Given a peptide amino acid sequence and an MHC pseudo amino acid sequence, predict their binding affinity value. This is MHC class II binding data. (1) The peptide sequence is GITIKKTGQALVVGI. The MHC is DRB1_1001 with pseudo-sequence DRB1_1001. The binding affinity (normalized) is 0.378. (2) The peptide sequence is LALVGFLGGLITGTS. The MHC is HLA-DQA10501-DQB10301 with pseudo-sequence HLA-DQA10501-DQB10301. The binding affinity (normalized) is 0.653.